This data is from Full USPTO retrosynthesis dataset with 1.9M reactions from patents (1976-2016). The task is: Predict the reactants needed to synthesize the given product. (1) Given the product [Br:24][C:16]1[CH:17]=[C:12]([S:9]([NH:8][C:5]2[C:4]([OH:23])=[CH:3][C:2]([Cl:1])=[CH:7][N:6]=2)(=[O:10])=[O:11])[CH:13]=[N:14][C:15]=1[N:18]1[CH2:22][CH2:21][CH2:20][CH2:19]1, predict the reactants needed to synthesize it. The reactants are: [Cl:1][C:2]1[CH:3]=[C:4]([OH:23])[C:5]([NH:8][S:9]([C:12]2[CH:13]=[N:14][C:15]([N:18]3[CH2:22][CH2:21][CH2:20][CH2:19]3)=[CH:16][CH:17]=2)(=[O:11])=[O:10])=[N:6][CH:7]=1.[Br:24]C1C=C(S(NC2C(OC)=CC(Cl)=CN=2)(=O)=O)C=NC=1Cl.ClC1N=CC(S(NC2C(OC)=CC(Cl)=CN=2)(=O)=O)=CC=1. (2) The reactants are: [F:1][C:2]1[CH:3]=[C:4]([C:8]2[CH:16]=[CH:15][C:11]([C:12]([OH:14])=O)=[CH:10][N:9]=2)[CH:5]=[CH:6][CH:7]=1.C(N1C=CN=C1)(N1C=CN=C1)=O.[NH2:29][C@H:30]1[CH2:35][CH2:34][C@H:33]([C:36]([OH:39])([CH3:38])[CH3:37])[CH2:32][CH2:31]1.C(N(CC)CC)C. Given the product [F:1][C:2]1[CH:3]=[C:4]([C:8]2[CH:16]=[CH:15][C:11]([C:12]([NH:29][C@H:30]3[CH2:35][CH2:34][C@H:33]([C:36]([OH:39])([CH3:37])[CH3:38])[CH2:32][CH2:31]3)=[O:14])=[CH:10][N:9]=2)[CH:5]=[CH:6][CH:7]=1, predict the reactants needed to synthesize it. (3) Given the product [NH2:18][C:16]1[NH:15][N:14]=[C:13]([NH:12][C:5]2[CH:6]=[C:7]([C:8]([F:11])([F:10])[F:9])[C:2]([C:57]3[CH:58]=[CH:59][C:54]([S:51]([NH:50][CH:47]4[CH2:49][CH2:48]4)(=[O:53])=[O:52])=[CH:55][CH:56]=3)=[C:3]([Cl:19])[CH:4]=2)[N:17]=1, predict the reactants needed to synthesize it. The reactants are: Br[C:2]1[C:7]([C:8]([F:11])([F:10])[F:9])=[CH:6][C:5]([NH:12][C:13]2[N:17]=[C:16]([NH2:18])[NH:15][N:14]=2)=[CH:4][C:3]=1[Cl:19].CN1C(C)(C)CC(SC2C=CC(B3OC(C)(C)C(C)(C)O3)=CC=2)CC1(C)C.[CH:47]1([NH:50][S:51]([C:54]2[CH:59]=[CH:58][C:57](B(O)O)=[CH:56][CH:55]=2)(=[O:53])=[O:52])[CH2:49][CH2:48]1.C([O-])([O-])=O.[K+].[K+]. (4) Given the product [N+:18]([C:14]1[CH:13]=[C:12]([C:7]2[CH:8]=[CH:9][CH:10]=[C:11]3[C:6]=2[CH:5]=[CH:4][N:3]=[C:2]3[NH:21][C:22]2[CH:23]=[C:24]([S:28]([NH2:31])(=[O:29])=[O:30])[CH:25]=[CH:26][CH:27]=2)[CH:17]=[CH:16][CH:15]=1)([O-:20])=[O:19], predict the reactants needed to synthesize it. The reactants are: Cl[C:2]1[C:11]2[C:6](=[C:7]([C:12]3[CH:17]=[CH:16][CH:15]=[C:14]([N+:18]([O-:20])=[O:19])[CH:13]=3)[CH:8]=[CH:9][CH:10]=2)[CH:5]=[CH:4][N:3]=1.[NH2:21][C:22]1[CH:23]=[C:24]([S:28]([NH2:31])(=[O:30])=[O:29])[CH:25]=[CH:26][CH:27]=1. (5) Given the product [CH:1]([C@:4]1([C:10]([OH:12])=[O:11])[CH2:8][CH2:7][C:6](=[O:9])[CH2:5]1)([CH3:3])[CH3:2], predict the reactants needed to synthesize it. The reactants are: [CH:1]([C@:4]1([C:10]([O:12]CC2C=CC=CC=2)=[O:11])[CH2:8][CH2:7][C:6](=[O:9])[CH2:5]1)([CH3:3])[CH3:2]. (6) Given the product [C:23]([O:22][C:20]([NH:19][CH2:18][CH2:17][CH2:16][N:12]1[C:13]2[CH:14]=[CH:15][C:6]([CH2:5][CH2:4][C:3]([OH:38])=[O:2])=[CH:7][C:8]=2[C:9]2=[N:30][N:29]([CH:31]3[CH2:36][CH2:35][CH2:34][CH2:33][O:32]3)[C:28]([CH3:37])=[C:10]2[C:11]1=[O:27])=[O:21])([CH3:26])([CH3:24])[CH3:25], predict the reactants needed to synthesize it. The reactants are: C[O:2][C:3](=[O:38])[CH2:4][CH2:5][C:6]1[CH:15]=[CH:14][C:13]2[N:12]([CH2:16][CH2:17][CH2:18][NH:19][C:20]([O:22][C:23]([CH3:26])([CH3:25])[CH3:24])=[O:21])[C:11](=[O:27])[C:10]3=[C:28]([CH3:37])[N:29]([CH:31]4[CH2:36][CH2:35][CH2:34][CH2:33][O:32]4)[N:30]=[C:9]3[C:8]=2[CH:7]=1.[OH-].[Na+].Cl. (7) Given the product [I:17][C:14]1[C:9]([C:8]2[N:4]([CH:1]([CH3:3])[CH3:2])[C:5]([CH3:16])=[N:6][CH:7]=2)=[N:10][C:11]([NH2:15])=[N:12][CH:13]=1, predict the reactants needed to synthesize it. The reactants are: [CH:1]([N:4]1[C:8]([C:9]2[CH:14]=[CH:13][N:12]=[C:11]([NH2:15])[N:10]=2)=[CH:7][N:6]=[C:5]1[CH3:16])([CH3:3])[CH3:2].[I:17]N1C(=O)CCC1=O.C(#N)C. (8) Given the product [OH:21][N:20]=[CH:2][C:3]([NH:22][C:23]1[CH:31]=[CH:30][CH:29]=[C:28]2[C:24]=1[CH2:25][CH2:26][CH2:27]2)=[O:5], predict the reactants needed to synthesize it. The reactants are: Cl[C:2](Cl)(Cl)[CH:3]([OH:5])O.S([O-])([O-])(=O)=O.[Na+].[Na+].S(O)(O)(=O)=O.[NH2:20][OH:21].[NH2:22][C:23]1[CH:31]=[CH:30][CH:29]=[C:28]2[C:24]=1[CH2:25][CH2:26][CH2:27]2.Cl.